Dataset: Forward reaction prediction with 1.9M reactions from USPTO patents (1976-2016). Task: Predict the product of the given reaction. Given the reactants [Cl:1][C:2]1[CH:3]=[C:4]([CH:8]=[C:9]([Cl:11])[CH:10]=1)[C:5]([OH:7])=O.Cl.Cl.[CH2:14]([N:21]1[CH2:26][CH2:25][NH:24][C@H:23]([CH2:27][C:28]2[CH:33]=[CH:32][C:31]([CH3:34])=[C:30]([CH3:35])[CH:29]=2)[CH2:22]1)[C:15]1[CH:20]=[CH:19][CH:18]=[CH:17][CH:16]=1.C(N(CC)CC)C.[I-].ClC1C=CC=C[N+]=1C, predict the reaction product. The product is: [CH2:14]([N:21]1[CH2:26][CH2:25][N:24]([C:5](=[O:7])[C:4]2[CH:8]=[C:9]([Cl:11])[CH:10]=[C:2]([Cl:1])[CH:3]=2)[C@H:23]([CH2:27][C:28]2[CH:33]=[CH:32][C:31]([CH3:34])=[C:30]([CH3:35])[CH:29]=2)[CH2:22]1)[C:15]1[CH:16]=[CH:17][CH:18]=[CH:19][CH:20]=1.